From a dataset of Catalyst prediction with 721,799 reactions and 888 catalyst types from USPTO. Predict which catalyst facilitates the given reaction. (1) Reactant: [O:1]1[CH2:6][CH2:5][CH2:4][CH2:3][CH:2]1[N:7]1[C:15]2[C:10](=[CH:11][C:12]([C:16]([NH2:18])=[O:17])=[CH:13][CH:14]=2)[CH:9]=[N:8]1.[O:19]1[CH:23]=[CH:22][CH:21]=[C:20]1[C:24](Cl)=[O:25].C([N:29]([CH2:32][CH3:33])CC)C. Product: [O:19]1[CH:23]=[CH:22][CH:21]=[C:20]1[C:24]([NH:29][C:32]1[CH:33]=[C:2]([C:9]2[C:10]3[C:15](=[CH:14][CH:13]=[C:12]([C:16]([NH2:18])=[O:17])[CH:11]=3)[N:7]([CH:2]3[CH2:3][CH2:4][CH2:5][CH2:6][O:1]3)[N:8]=2)[CH:3]=[CH:4][CH:5]=1)=[O:25]. The catalyst class is: 7. (2) Reactant: [O:1]1[CH2:3][C@@H:2]1[CH2:4][N:5]1[CH2:10][CH2:9][N:8]([C:11]([O:13][C:14]([CH3:17])([CH3:16])[CH3:15])=[O:12])[CH2:7][CH2:6]1.[NH3:18]. Product: [NH2:18][CH2:3][C@@H:2]([OH:1])[CH2:4][N:5]1[CH2:10][CH2:9][N:8]([C:11]([O:13][C:14]([CH3:17])([CH3:16])[CH3:15])=[O:12])[CH2:7][CH2:6]1. The catalyst class is: 8.